Dataset: Reaction yield outcomes from USPTO patents with 853,638 reactions. Task: Predict the reaction yield, written as a fraction of the theoretical maximum amount of product (1.0 means a 100% yield; for example, 0.34 means a 34% yield). (1) The reactants are Br[C:2]1[CH:11]=[C:10]2[C:5]([CH:6]=[C:7]([NH:44][C:45](=[O:54])[O:46][CH2:47][C:48]3[CH:53]=[CH:52][CH:51]=[CH:50][CH:49]=3)[C:8]([C:12]([NH:14][C:15]3[CH:16]=[N:17][CH:18]=[CH:19][C:20]=3[N:21]3[CH2:26][C@H:25]([CH3:27])[C@@H:24]([O:28][Si:29]([C:32]([CH3:35])([CH3:34])[CH3:33])([CH3:31])[CH3:30])[C@H:23]([NH:36][C:37]([O:39][C:40]([CH3:43])([CH3:42])[CH3:41])=[O:38])[CH2:22]3)=[O:13])=[N:9]2)=[CH:4][CH:3]=1.[O-]P([O-])([O-])=O.[K+].[K+].[K+].O1CCOCC1.[CH3:69][N:70]1[CH2:75][CH:74]=[C:73](B2OC(C)(C)C(C)(C)O2)[CH2:72][CH2:71]1. The catalyst is C1(P(C2CCCCC2)C2C=CC=CC=2C2C(C(C)C)=CC(C(C)C)=CC=2C(C)C)CCCCC1.NC1C=CC=CC=1C1C=CC=CC=1[Pd]Cl.O. The product is [C:40]([O:39][C:37]([NH:36][C@H:23]1[C@H:24]([O:28][Si:29]([C:32]([CH3:35])([CH3:34])[CH3:33])([CH3:31])[CH3:30])[C@@H:25]([CH3:27])[CH2:26][N:21]([C:20]2[CH:19]=[CH:18][N:17]=[CH:16][C:15]=2[NH:14][C:12]([C:8]2[C:7]([NH:44][C:45](=[O:54])[O:46][CH2:47][C:48]3[CH:49]=[CH:50][CH:51]=[CH:52][CH:53]=3)=[CH:6][C:5]3[C:10](=[CH:11][C:2]([C:73]4[CH2:72][CH2:71][N:70]([CH3:69])[CH2:75][CH:74]=4)=[CH:3][CH:4]=3)[N:9]=2)=[O:13])[CH2:22]1)=[O:38])([CH3:41])([CH3:42])[CH3:43]. The yield is 0.360. (2) The reactants are [Br:1][C:2]1[CH:3]=[C:4]([N:8]([CH3:10])N)[CH:5]=[CH:6][CH:7]=1.[N:11]12[CH2:19][CH2:18][CH:15]([CH2:16][CH2:17]1)[C:14](=O)[CH2:13][CH2:12]2.Cl. The catalyst is C(O)(C)C. The product is [Br:1][C:2]1[CH:7]=[CH:6][C:5]2[C:13]3[CH2:12][N:11]4[CH2:19][CH2:18][CH:15]([CH2:16][CH2:17]4)[C:14]=3[N:8]([CH3:10])[C:4]=2[CH:3]=1. The yield is 0.580.